The task is: Predict the reactants needed to synthesize the given product.. This data is from Full USPTO retrosynthesis dataset with 1.9M reactions from patents (1976-2016). (1) Given the product [Cl:9][C:10]1[N:15]=[CH:14][C:13]([S:16]([NH:8][CH2:7][CH2:6][N:1]2[CH2:5][CH2:4][CH2:3][CH2:2]2)(=[O:18])=[O:17])=[CH:12][CH:11]=1, predict the reactants needed to synthesize it. The reactants are: [N:1]1([CH2:6][CH2:7][NH2:8])[CH2:5][CH2:4][CH2:3][CH2:2]1.[Cl:9][C:10]1[N:15]=[CH:14][C:13]([S:16](Cl)(=[O:18])=[O:17])=[CH:12][CH:11]=1. (2) Given the product [Cl:48][C:42]1[CH:43]=[CH:44][CH:45]=[C:46]([Cl:47])[C:41]=1[NH:40][C:33]1[CH:32]=[CH:31][CH:30]=[CH:35][C:34]=1[CH2:36][C:37]([O:39][C:59]1[CH:60]=[C:61]([O:63][CH2:64][C:65]2[CH:70]=[CH:69][CH:68]=[CH:67][CH:66]=2)[CH:62]=[C:57]([O:56][CH2:49][C:50]2[CH:55]=[CH:54][CH:53]=[CH:52][CH:51]=2)[CH:58]=1)=[O:38], predict the reactants needed to synthesize it. The reactants are: C(C1C=CC(C(C)C(OC2C=CC(C(OCC(O)CO)=O)=CC=2)=O)=CC=1)C(C)C.[CH:30]1[CH:31]=[CH:32][C:33]([NH:40][C:41]2[C:42]([Cl:48])=[CH:43][CH:44]=[CH:45][C:46]=2[Cl:47])=[C:34]([CH2:36][C:37]([OH:39])=[O:38])[CH:35]=1.[CH2:49]([O:56][C:57]1[CH:58]=[C:59](O)[CH:60]=[C:61]([O:63][CH2:64][C:65]2[CH:70]=[CH:69][CH:68]=[CH:67][CH:66]=2)[CH:62]=1)[C:50]1[CH:55]=[CH:54][CH:53]=[CH:52][CH:51]=1.C1CCC(N=C=NC2CCCCC2)CC1. (3) Given the product [CH3:10][C:5]1[CH:4]=[CH:3][C:2]([N:12]2[N:13]=[CH:14][CH:15]=[N:11]2)=[CH:9][C:6]=1[CH:7]=[O:8], predict the reactants needed to synthesize it. The reactants are: I[C:2]1[CH:3]=[CH:4][C:5]([CH3:10])=[C:6]([CH:9]=1)[CH:7]=[O:8].[NH:11]1[CH:15]=[CH:14][N:13]=[N:12]1. (4) Given the product [CH2:25]([O:32][C:33]1[CH:38]=[CH:37][C:36]([C:2]2[C:10]3[C:5](=[N:6][CH:7]=[N:8][C:9]=3[NH2:11])[N:4]([C@H:12]3[CH2:17][CH2:16][C@@H:15]([N:18]4[CH2:23][CH2:22][N:21]([CH3:24])[CH2:20][CH2:19]4)[CH2:14][CH2:13]3)[N:3]=2)=[CH:35][CH:34]=1)[C:26]1[CH:31]=[CH:30][CH:29]=[CH:28][CH:27]=1, predict the reactants needed to synthesize it. The reactants are: I[C:2]1[C:10]2[C:5](=[N:6][CH:7]=[N:8][C:9]=2[NH2:11])[N:4]([C@H:12]2[CH2:17][CH2:16][C@@H:15]([N:18]3[CH2:23][CH2:22][N:21]([CH3:24])[CH2:20][CH2:19]3)[CH2:14][CH2:13]2)[N:3]=1.[CH2:25]([O:32][C:33]1[CH:38]=[CH:37][C:36](B(O)O)=[CH:35][CH:34]=1)[C:26]1[CH:31]=[CH:30][CH:29]=[CH:28][CH:27]=1.C(=O)([O-])[O-].[Na+].[Na+]. (5) Given the product [CH3:17][N:16]([CH2:18][C:19]([N:21]1[CH2:22][CH2:23][CH:24]([O:27][C:28]2[CH:29]=[C:30]3[C:35](=[CH:36][CH:37]=2)[N:34]=[CH:33][N:32]=[C:31]3[NH:38][C:39]2[CH:44]=[CH:43][C:42]([O:5][CH2:6][C:7]3[CH:12]=[N:11][CH:10]=[CH:9][N:8]=3)=[C:41]([O:46][CH3:47])[CH:40]=2)[CH2:25][CH2:26]1)=[O:20])[CH3:15], predict the reactants needed to synthesize it. The reactants are: CS([O:5][CH2:6][C:7]1[CH:12]=[N:11][CH:10]=[CH:9][N:8]=1)(=O)=O.Cl.Cl.[CH3:15][N:16]([CH2:18][C:19]([N:21]1[CH2:26][CH2:25][CH:24]([O:27][C:28]2[CH:29]=[C:30]3[C:35](=[CH:36][CH:37]=2)[N:34]=[CH:33][N:32]=[C:31]3[NH:38][C:39]2[CH:44]=[CH:43][C:42](O)=[C:41]([O:46][CH3:47])[CH:40]=2)[CH2:23][CH2:22]1)=[O:20])[CH3:17].C(=O)([O-])[O-].[K+].[K+].